From a dataset of Reaction yield outcomes from USPTO patents with 853,638 reactions. Predict the reaction yield, written as a fraction of the theoretical maximum amount of product (1.0 means a 100% yield; for example, 0.34 means a 34% yield). (1) The reactants are [CH:1]1([CH2:7][C:8]2[CH:13]=[C:12]([C:14]([F:17])([F:16])[F:15])[CH:11]=[CH:10][C:9]=2[O:18]C)[CH2:6][CH2:5][CH2:4][CH2:3][CH2:2]1.B(Cl)(Cl)Cl. The catalyst is C(Cl)Cl.[N+](CCCC)(CCCC)(CCCC)CCCC.[I-]. The product is [CH:1]1([CH2:7][C:8]2[CH:13]=[C:12]([C:14]([F:16])([F:17])[F:15])[CH:11]=[CH:10][C:9]=2[OH:18])[CH2:2][CH2:3][CH2:4][CH2:5][CH2:6]1. The yield is 0.820. (2) The reactants are Br[C:2]1[S:3][C:4]([C:8]([O:10][CH2:11][CH3:12])=[O:9])=[C:5]([Br:7])[N:6]=1.C(=O)([O-])[O-].[Cs+].[Cs+].O1CCCC1.[NH:24]1[CH2:29][CH2:28][O:27][CH2:26][CH2:25]1. The catalyst is CCOC(C)=O.O. The yield is 0.810. The product is [Br:7][C:5]1[N:6]=[C:2]([N:24]2[CH2:29][CH2:28][O:27][CH2:26][CH2:25]2)[S:3][C:4]=1[C:8]([O:10][CH2:11][CH3:12])=[O:9]. (3) The reactants are C[O:2][C:3]([C@@H:5]1[CH2:9][CH2:8][CH2:7][N:6]1[C:10]1[C:19]([N+:20]([O-])=O)=[CH:18][C:13]([C:14]([O:16][CH3:17])=[O:15])=[CH:12][N:11]=1)=O.P(OC1C=CC=CC=1)(OC1C=CC=CC=1)OC1C=CC=CC=1. The catalyst is ClCCl.[NH4+].[O-][V](=O)=O.[Pt]. The product is [O:2]=[C:3]1[NH:20][C:19]2[CH:18]=[C:13]([C:14]([O:16][CH3:17])=[O:15])[CH:12]=[N:11][C:10]=2[N:6]2[CH2:7][CH2:8][CH2:9][C@@H:5]12. The yield is 0.800. (4) The reactants are [C:1]([O:9][CH2:10][CH3:11])(=[O:8])[CH2:2][C:3]([O:5][CH2:6][CH3:7])=[O:4].[H-].[Na+].[CH:14]1([CH2:17][O:18][C:19]2[CH:24]=[C:23](F)[CH:22]=[CH:21][C:20]=2[N+:26]([O-:28])=[O:27])[CH2:16][CH2:15]1. The catalyst is CN(C=O)C. The product is [CH:14]1([CH2:17][O:18][C:19]2[CH:24]=[C:23]([CH:2]([C:3]([O:5][CH2:6][CH3:7])=[O:4])[C:1]([O:9][CH2:10][CH3:11])=[O:8])[CH:22]=[CH:21][C:20]=2[N+:26]([O-:28])=[O:27])[CH2:15][CH2:16]1. The yield is 0.420.